This data is from Reaction yield outcomes from USPTO patents with 853,638 reactions. The task is: Predict the reaction yield, written as a fraction of the theoretical maximum amount of product (1.0 means a 100% yield; for example, 0.34 means a 34% yield). (1) The reactants are [C:1]1([NH2:8])[C:2]([NH2:7])=[CH:3][CH:4]=[CH:5][CH:6]=1.[C:9]([O:13][C:14]([N:16]1[CH2:21][CH2:20][C@@H:19]([NH:22][C:23]([NH:25][C:26]2[CH:31]=[CH:30][C:29]([C:32]#[N:33])=[CH:28][CH:27]=2)=[O:24])[CH2:18][C@@H:17]1[C:34](O)=[O:35])=[O:15])([CH3:12])([CH3:11])[CH3:10].F[P-](F)(F)(F)(F)F.N1(O[P+](N(C)C)(N(C)C)N(C)C)C2C=CC=CC=2N=N1.CCN(C(C)C)C(C)C. The catalyst is CN(C=O)C.O. The product is [NH2:7][C:2]1[CH:3]=[CH:4][CH:5]=[CH:6][C:1]=1[NH:8][C:34]([C@H:17]1[CH2:18][C@H:19]([NH:22][C:23]([NH:25][C:26]2[CH:31]=[CH:30][C:29]([C:32]#[N:33])=[CH:28][CH:27]=2)=[O:24])[CH2:20][CH2:21][N:16]1[C:14]([O:13][C:9]([CH3:12])([CH3:11])[CH3:10])=[O:15])=[O:35]. The yield is 0.930. (2) The reactants are [C:1]([O:5][C:6]([N:8]1[CH2:11][CH:10]([O:12][C:13]2[CH:18]=[C:17]([Cl:19])[CH:16]=[C:15]([F:20])[C:14]=2C=O)[CH2:9]1)=[O:7])([CH3:4])([CH3:3])[CH3:2].C1C=C(Cl)C=C(C(OO)=[O:31])C=1.S(=O)(O)[O-].[Na+]. The catalyst is C(Cl)Cl. The product is [C:1]([O:5][C:6]([N:8]1[CH2:11][CH:10]([O:12][C:13]2[CH:18]=[C:17]([Cl:19])[CH:16]=[C:15]([F:20])[C:14]=2[OH:31])[CH2:9]1)=[O:7])([CH3:4])([CH3:3])[CH3:2]. The yield is 0.460. (3) The reactants are [CH3:1][C:2]1[O:6][N:5]=[C:4]([C:7]2[CH:12]=[CH:11][CH:10]=[CH:9][CH:8]=2)[C:3]=1[CH2:13][O:14][C:15]1[CH:23]=[CH:22][C:18]([C:19]([OH:21])=O)=[CH:17][N:16]=1.F[B-](F)(F)F.N1(OC(N(C)C)=[N+](C)C)C2C=CC=CC=2N=N1.C(N(CC)C(C)C)(C)C.[CH3:55][O:56][CH2:57][CH2:58][CH2:59][NH2:60]. The catalyst is CN(C=O)C. The product is [CH3:55][O:56][CH2:57][CH2:58][CH2:59][NH:60][C:19](=[O:21])[C:18]1[CH:22]=[CH:23][C:15]([O:14][CH2:13][C:3]2[C:4]([C:7]3[CH:8]=[CH:9][CH:10]=[CH:11][CH:12]=3)=[N:5][O:6][C:2]=2[CH3:1])=[N:16][CH:17]=1. The yield is 0.820.